Dataset: Forward reaction prediction with 1.9M reactions from USPTO patents (1976-2016). Task: Predict the product of the given reaction. (1) Given the reactants [F:1][C:2]1[CH:9]=[C:8]([CH:10]([OH:17])[C:11]2[CH:12]=[N:13][CH:14]=[CH:15][CH:16]=2)[CH:7]=[CH:6][C:3]=1[C:4]#[N:5].[CH:18]1[CH:23]=[CH:22][C:21]([O:24][C:25](Cl)=[S:26])=[CH:20][CH:19]=1, predict the reaction product. The product is: [C:21]1([O:24][C:25](=[S:26])[O:17][CH:10]([C:8]2[CH:7]=[CH:6][C:3]([C:4]#[N:5])=[C:2]([F:1])[CH:9]=2)[C:11]2[CH:12]=[N:13][CH:14]=[CH:15][CH:16]=2)[CH:22]=[CH:23][CH:18]=[CH:19][CH:20]=1. (2) Given the reactants [Br:1][C:2]1[CH:3]=[C:4]([N+:12]([O-])=O)[C:5]([NH:10][CH3:11])=[N:6][C:7]=1[O:8][CH3:9].[H][H].[Cl:17][C:18]1[CH:23]=[CH:22][CH:21]=[C:20]([Cl:24])[C:19]=1[N:25]=[C:26]=[S:27], predict the reaction product. The product is: [Br:1][C:2]1[CH:3]=[C:4]([NH:12][C:26]([NH:25][C:19]2[C:20]([Cl:24])=[CH:21][CH:22]=[CH:23][C:18]=2[Cl:17])=[S:27])[C:5]([NH:10][CH3:11])=[N:6][C:7]=1[O:8][CH3:9]. (3) Given the reactants [Cl:1][C:2]1[CH:8]=[C:7]([N+:9]([O-:11])=[O:10])[C:5]([NH2:6])=[C:4]([F:12])[C:3]=1F.[N:14]1([CH2:20][CH2:21][OH:22])[CH2:19][CH2:18][NH:17][CH2:16][CH2:15]1.C(=O)([O-])[O-].[K+].[K+].O, predict the reaction product. The product is: [Cl:1][C:2]1[C:3]([N:17]2[CH2:18][CH2:19][N:14]([CH2:20][CH2:21][OH:22])[CH2:15][CH2:16]2)=[C:4]([F:12])[C:5]([NH2:6])=[C:7]([N+:9]([O-:11])=[O:10])[CH:8]=1. (4) Given the reactants [F:1][C:2]1[CH:7]=[C:6]([F:8])[CH:5]=[CH:4][C:3]=1[NH:9][S:10]([CH2:13][CH2:14][CH3:15])(=[O:12])=[O:11].C([N-]C(C)C)(C)C.[Li+].C([Li])CCC.C(NC(C)C)(C)C.CN(C)[CH:38]=[O:39], predict the reaction product. The product is: [F:1][C:2]1[C:7]([CH:38]=[O:39])=[C:6]([F:8])[CH:5]=[CH:4][C:3]=1[NH:9][S:10]([CH2:13][CH2:14][CH3:15])(=[O:12])=[O:11]. (5) The product is: [CH2:35]([O:34][C:32](=[O:33])[CH2:31][N:8]([C:5]1[CH:6]=[CH:7][C:2]([Cl:1])=[CH:3][C:4]=1[CH2:20][C:21]1[CH:26]=[CH:25][CH:24]=[CH:23][C:22]=1[Cl:27])[S:9]([C:12]1[CH:17]=[CH:16][CH:15]=[C:14]([O:41][CH3:40])[CH:13]=1)(=[O:10])=[O:11])[CH3:36]. Given the reactants [Cl:1][C:2]1[CH:7]=[CH:6][C:5]([NH:8][S:9]([C:12]2[CH:17]=[CH:16][CH:15]=[CH:14][C:13]=2OC)(=[O:11])=[O:10])=[C:4]([CH2:20][C:21]2[CH:26]=[CH:25][CH:24]=[CH:23][C:22]=2[Cl:27])[CH:3]=1.[H-].[Na+].Br[CH2:31][C:32]([O:34][CH2:35][CH3:36])=[O:33].CN([CH:40]=[O:41])C, predict the reaction product. (6) Given the reactants Cl[C:2]([O:4][C:5]1[CH:10]=[CH:9][CH:8]=[CH:7][CH:6]=1)=[O:3].N1C=CC=CC=1.[C:17]([O:21][C:22](=[O:29])[NH:23][C@@H:24]1[CH2:28][CH2:27][NH:26][CH2:25]1)([CH3:20])([CH3:19])[CH3:18], predict the reaction product. The product is: [C:5]1([O:4][C:2]([N:26]2[CH2:27][CH2:28][C@@H:24]([NH:23][C:22]([O:21][C:17]([CH3:20])([CH3:19])[CH3:18])=[O:29])[CH2:25]2)=[O:3])[CH:10]=[CH:9][CH:8]=[CH:7][CH:6]=1. (7) Given the reactants [NH2:1][C:2]1[N:7]=[C:6]([CH2:8][N:9]2[C:13]([CH3:15])([CH3:14])[C:12](=[O:16])[N:11]([C:17]3[CH:22]=[CH:21][C:20]([C:23]([CH3:26])([CH3:25])[CH3:24])=[CH:19][CH:18]=3)[C:10]2=[O:27])[CH:5]=[CH:4][N:3]=1.N1C=CC=CC=1.[C:34](Cl)(=[O:42])[O:35][C:36]1[CH:41]=[CH:40][CH:39]=[CH:38][CH:37]=1, predict the reaction product. The product is: [C:23]([C:20]1[CH:19]=[CH:18][C:17]([N:11]2[C:12](=[O:16])[C:13]([CH3:15])([CH3:14])[N:9]([CH2:8][C:6]3[CH:5]=[CH:4][N:3]=[C:2]([NH:1][C:34](=[O:42])[O:35][C:36]4[CH:41]=[CH:40][CH:39]=[CH:38][CH:37]=4)[N:7]=3)[C:10]2=[O:27])=[CH:22][CH:21]=1)([CH3:26])([CH3:25])[CH3:24].